This data is from Forward reaction prediction with 1.9M reactions from USPTO patents (1976-2016). The task is: Predict the product of the given reaction. (1) Given the reactants N#N.[F:3][C:4]1[CH:5]=[CH:6][C:7]([CH3:12])=[C:8]([CH:11]=1)[C:9]#[N:10].C1C(=O)N([Br:20])C(=O)C1.CC(N=NC(C#N)(C)C)(C#N)C, predict the reaction product. The product is: [Br:20][CH2:12][C:7]1[CH:6]=[CH:5][C:4]([F:3])=[CH:11][C:8]=1[C:9]#[N:10]. (2) Given the reactants [CH2:1]([N:3]([CH2:23][CH3:24])[CH2:4][CH:5]([C:7]1[CH:8]=[C:9]([CH:13]=[C:14]([C:16]2[CH:21]=[CH:20][C:19]([CH3:22])=[CH:18][N:17]=2)[CH:15]=1)[C:10]([OH:12])=O)[OH:6])[CH3:2].Cl.Cl.[CH3:27][C:28]1[N:33]=[CH:32][C:31]([C@H:34]([NH2:36])[CH3:35])=[CH:30][CH:29]=1.F[P-](F)(F)(F)(F)F.C[N+](C)=C(N(C)C)ON1C2N=CC=CC=2N=N1.C(N(CC)C(C)C)(C)C, predict the reaction product. The product is: [CH2:1]([N:3]([CH2:23][CH3:24])[CH2:4][CH:5]([C:7]1[CH:8]=[C:9]([CH:13]=[C:14]([C:16]2[CH:21]=[CH:20][C:19]([CH3:22])=[CH:18][N:17]=2)[CH:15]=1)[C:10]([NH:36][C@@H:34]([C:31]1[CH:32]=[N:33][C:28]([CH3:27])=[CH:29][CH:30]=1)[CH3:35])=[O:12])[OH:6])[CH3:2]. (3) Given the reactants C([NH:4][C:5]1[CH:13]=[C:12]([I:14])[CH:11]=[CH:10][C:6]=1[C:7]([OH:9])=[O:8])(=O)C.O=S(Cl)Cl.[CH3:19]O, predict the reaction product. The product is: [CH3:19][O:9][C:7](=[O:8])[C:6]1[CH:10]=[CH:11][C:12]([I:14])=[CH:13][C:5]=1[NH2:4]. (4) Given the reactants [CH2:1]([N:3]1[CH2:8][CH2:7][N:6]([C:9]2[C:18]3[C:13](=[CH:14][CH:15]=[CH:16][CH:17]=3)[CH:12]=[C:11]([C:19]3[CH:24]=[CH:23][C:22]([CH:25]([CH3:32])[CH2:26][C:27]([O:29]CC)=[O:28])=[CH:21][CH:20]=3)[N:10]=2)[CH2:5][CH2:4]1)[CH3:2].[H-].[Al+3].[Li+].[H-].[H-].[H-].[Cl-].[Na+].[OH-:41].[Na+].[O:43]1CCCC1, predict the reaction product. The product is: [C:27]([OH:29])(=[O:28])[C:26]([OH:43])=[O:41].[CH2:1]([N:3]1[CH2:4][CH2:5][N:6]([C:9]2[C:18]3[C:13](=[CH:14][CH:15]=[CH:16][CH:17]=3)[CH:12]=[C:11]([C:19]3[CH:20]=[CH:21][C:22]([CH:25]([CH3:32])[CH2:26][CH2:27][OH:28])=[CH:23][CH:24]=3)[N:10]=2)[CH2:7][CH2:8]1)[CH3:2]. (5) Given the reactants [N:1]1[CH:6]=[CH:5][CH:4]=[CH:3][C:2]=1[CH2:7][C:8]([O:10][CH2:11][CH3:12])=[O:9].[S:13]1[CH:17]=[CH:16][CH:15]=[C:14]1[CH:18]=O.N1CCCCC1.C(O)(=O)C, predict the reaction product. The product is: [CH2:11]([O:10][C:8](=[O:9])[C:7]([C:2]1[CH:3]=[CH:4][CH:5]=[CH:6][N:1]=1)=[CH:18][C:14]1[S:13][CH:17]=[CH:16][CH:15]=1)[CH3:12]. (6) Given the reactants [N:1]1[CH:6]=[CH:5][CH:4]=[C:3]([CH:7]=O)[CH:2]=1.Cl.[NH2:10][C@@H:11]1[CH2:20][CH2:19][CH2:18][C:17]2[C:16]([C:21]3[S:25][C:24]([C:26]4[CH:27]=[CH:28][C:29]([O:34][CH:35]([CH3:37])[CH3:36])=[C:30]([CH:33]=4)[C:31]#[N:32])=[N:23][N:22]=3)=[CH:15][CH:14]=[CH:13][C:12]1=2.[BH4-].[Na+], predict the reaction product. The product is: [CH:35]([O:34][C:29]1[CH:28]=[CH:27][C:26]([C:24]2[S:25][C:21]([C:16]3[C:17]4[CH2:18][CH2:19][CH2:20][C@@H:11]([NH:10][CH2:7][C:3]5[CH:2]=[N:1][CH:6]=[CH:5][CH:4]=5)[C:12]=4[CH:13]=[CH:14][CH:15]=3)=[N:22][N:23]=2)=[CH:33][C:30]=1[C:31]#[N:32])([CH3:37])[CH3:36]. (7) Given the reactants [O:1]1[CH:5]=[CH:4][C:3]2[CH:6]=[CH:7][CH:8]=[CH:9][C:2]1=2.[Li][C:11](C)(C)[CH3:12].ICC, predict the reaction product. The product is: [CH2:11]([C:5]1[O:1][C:2]2[CH:9]=[CH:8][CH:7]=[CH:6][C:3]=2[CH:4]=1)[CH3:12]. (8) Given the reactants [Br:1][C:2]1[CH:3]=[CH:4][C:5]([NH:8][C:9](=[O:15])[C:10]([CH3:14])([CH3:13])[CH2:11]Cl)=[N:6][CH:7]=1.[H-].[Na+], predict the reaction product. The product is: [Br:1][C:2]1[CH:3]=[CH:4][C:5]([N:8]2[CH2:11][C:10]([CH3:14])([CH3:13])[C:9]2=[O:15])=[N:6][CH:7]=1.